Task: Regression/Classification. Given a drug SMILES string, predict its toxicity properties. Task type varies by dataset: regression for continuous values (e.g., LD50, hERG inhibition percentage) or binary classification for toxic/non-toxic outcomes (e.g., AMES mutagenicity, cardiotoxicity, hepatotoxicity). Dataset: herg_karim.. Dataset: hERG potassium channel inhibition data for cardiac toxicity prediction from Karim et al. (1) The molecule is NC1=NC2(CCCCC2)NC(Nc2cccc(Br)c2)=N1. The result is 1 (blocker). (2) The molecule is Cn1nnc([C@@H]2[C@H]3CN(C(=O)c4ccc(C[C@@H]5CC[C@H]([C@H](O)c6ccccc6)N5)cc4)C[C@H]32)n1. The result is 0 (non-blocker).